Dataset: Full USPTO retrosynthesis dataset with 1.9M reactions from patents (1976-2016). Task: Predict the reactants needed to synthesize the given product. (1) Given the product [Br:1][CH:2]1[CH2:17][CH2:18][N:5]([CH2:6][C:7]2[CH:12]=[CH:11][C:10]([C:13]([F:16])([F:15])[F:14])=[CH:9][CH:8]=2)[C:3]1=[O:4], predict the reactants needed to synthesize it. The reactants are: [Br:1][CH:2]([CH2:17][CH2:18]Br)[C:3]([NH:5][CH2:6][C:7]1[CH:12]=[CH:11][C:10]([C:13]([F:16])([F:15])[F:14])=[CH:9][CH:8]=1)=[O:4].[H-].[Na+]. (2) Given the product [F:2][C:3]1[CH:8]=[CH:7][C:6]([NH:9][C:10]2[CH:15]=[CH:14][N:13]=[C:12]([NH:16][C:17]3[CH:18]=[CH:19][C:20]([S:23]([N:26]([CH:27]4[CH2:32][CH2:31][N:30]([CH2:34][CH:35]([CH3:38])[CH3:36])[CH2:29][CH2:28]4)[CH3:33])(=[O:24])=[O:25])=[CH:21][CH:22]=3)[N:11]=2)=[CH:5][CH:4]=1, predict the reactants needed to synthesize it. The reactants are: Cl.[F:2][C:3]1[CH:8]=[CH:7][C:6]([NH:9][C:10]2[CH:15]=[CH:14][N:13]=[C:12]([NH:16][C:17]3[CH:22]=[CH:21][C:20]([S:23]([N:26]([CH3:33])[CH:27]4[CH2:32][CH2:31][NH:30][CH2:29][CH2:28]4)(=[O:25])=[O:24])=[CH:19][CH:18]=3)[N:11]=2)=[CH:5][CH:4]=1.[CH3:34][CH:35]([CH3:38])[CH:36]=O. (3) Given the product [S:39]([OH:42])([OH:41])(=[O:40])=[O:38].[OH:1][C@H:2]([CH2:29][CH:30]([CH3:32])[CH3:31])[C:3]([N:5]1[CH2:10][CH2:9][N:8]([C:11]2[C:20]3[C:15](=[CH:16][C:17]([CH3:21])=[CH:18][CH:19]=3)[N:14]=[C:13]([C:22]3[CH:27]=[CH:26][CH:25]=[CH:24][C:23]=3[OH:28])[N:12]=2)[CH2:7][CH2:6]1)=[O:4], predict the reactants needed to synthesize it. The reactants are: [OH:1][C@H:2]([CH2:29][CH:30]([CH3:32])[CH3:31])[C:3]([N:5]1[CH2:10][CH2:9][N:8]([C:11]2[C:20]3[C:15](=[CH:16][C:17]([CH3:21])=[CH:18][CH:19]=3)[N:14]=[C:13]([C:22]3[CH:27]=[CH:26][CH:25]=[CH:24][C:23]=3[OH:28])[N:12]=2)[CH2:7][CH2:6]1)=[O:4].C1COCC1.[OH:38][S:39]([OH:42])(=[O:41])=[O:40]. (4) Given the product [CH3:15][N:16]([CH3:17])[CH:2]1[CH2:7][CH2:6][CH2:5][N:4]([C:8]([O:10][C:11]([CH3:14])([CH3:13])[CH3:12])=[O:9])[CH2:3]1, predict the reactants needed to synthesize it. The reactants are: O=[C:2]1[CH2:7][CH2:6][CH2:5][N:4]([C:8]([O:10][C:11]([CH3:14])([CH3:13])[CH3:12])=[O:9])[CH2:3]1.[CH3:15][NH:16][CH3:17].C(O)(=O)C. (5) Given the product [CH:31]1([C:34]([NH:1][C@H:2]2[CH2:7][CH2:6][C@H:5]([NH:8][C:9]([C:11]3[C:15]4[N:16]=[CH:17][N:18]=[C:19]([C:20]5[CH:25]=[CH:24][CH:23]=[CH:22][C:21]=5[O:26][CH2:27][CH:28]5[CH2:29][CH2:30]5)[C:14]=4[NH:13][CH:12]=3)=[O:10])[CH2:4][CH2:3]2)=[O:35])[CH2:33][CH2:32]1, predict the reactants needed to synthesize it. The reactants are: [NH2:1][C@H:2]1[CH2:7][CH2:6][C@H:5]([NH:8][C:9]([C:11]2[C:15]3[N:16]=[CH:17][N:18]=[C:19]([C:20]4[CH:25]=[CH:24][CH:23]=[CH:22][C:21]=4[O:26][CH2:27][CH:28]4[CH2:30][CH2:29]4)[C:14]=3[NH:13][CH:12]=2)=[O:10])[CH2:4][CH2:3]1.[CH:31]1([C:34](Cl)=[O:35])[CH2:33][CH2:32]1. (6) Given the product [CH3:1][C@H:2]1[C@@H:7]([N:8]([C:10]2[N:18]=[CH:17][N:16]=[C:15]3[C:11]=2[CH:12]=[CH:13][NH:14]3)[CH3:9])[CH2:6][N:5]([C:19]([CH2:21][C:22]#[N:23])=[O:20])[CH2:4][CH2:3]1.[CH2:33]([C:28]([OH:29])([C:30]([OH:32])=[O:31])[CH2:27][C:26]([OH:38])=[O:37])[C:34]([OH:36])=[O:35], predict the reactants needed to synthesize it. The reactants are: [CH3:1][C@H:2]1[C@@H:7]([N:8]([C:10]2[N:18]=[CH:17][N:16]=[C:15]3[C:11]=2[CH:12]=[CH:13][NH:14]3)[CH3:9])[CH2:6][N:5]([C:19]([CH2:21][C:22]#[N:23])=[O:20])[CH2:4][CH2:3]1.Cl.O.[C:26]([OH:38])(=[O:37])[CH2:27][C:28]([CH2:33][C:34]([OH:36])=[O:35])([C:30]([OH:32])=[O:31])[OH:29].O.[OH-].[Li+]. (7) The reactants are: [C:1]([C:3]1[CH:11]=[CH:10][C:6]([C:7]([OH:9])=[O:8])=[CH:5][C:4]=1F)#[N:2].O.[NH2:14][NH2:15]. Given the product [NH2:2][C:1]1[C:3]2[C:4](=[CH:5][C:6]([C:7]([OH:9])=[O:8])=[CH:10][CH:11]=2)[NH:15][N:14]=1, predict the reactants needed to synthesize it. (8) Given the product [Br:11][C:10]1[C:5]([C:3]2[N:4]=[C:20]([C:19]3[CH:22]=[C:15]([N+:12]([O-:14])=[O:13])[CH:16]=[CH:17][C:18]=3[OH:23])[NH:1][N:2]=2)=[N:6][CH:7]=[CH:8][CH:9]=1, predict the reactants needed to synthesize it. The reactants are: [NH2:1][NH:2][C:3]([C:5]1[C:10]([Br:11])=[CH:9][CH:8]=[CH:7][N:6]=1)=[NH:4].[N+:12]([C:15]1[CH:16]=[CH:17][C:18]([OH:23])=[C:19]([CH:22]=1)[CH:20]=O)([O-:14])=[O:13]. (9) The reactants are: [BH4-].[Na+].[F:3][C:4]1[CH:5]=[C:6]([CH2:11][CH:12]=[O:13])[CH:7]=[CH:8][C:9]=1[F:10]. Given the product [F:3][C:4]1[CH:5]=[C:6]([CH2:11][CH2:12][OH:13])[CH:7]=[CH:8][C:9]=1[F:10], predict the reactants needed to synthesize it. (10) Given the product [F:38][C:39]1[C:40]([C:67]([F:70])([F:69])[F:68])=[C:41]([CH:46]2[CH2:51][CH2:50][N:49]([C:52]([C:54]3[C:58]4[CH2:59][N:60]([CH2:63][CH2:64][C:27]([F:30])([F:29])[F:28])[CH2:61][CH2:62][C:57]=4[NH:56][N:55]=3)=[O:53])[CH2:48][CH2:47]2)[CH:42]=[C:43]([F:45])[CH:44]=1, predict the reactants needed to synthesize it. The reactants are: Cl.FC1C([C:27]([F:30])([F:29])[F:28])=C(C2CCN(C(C3C4CCNCC=4NN=3)=O)CC2)C=C(F)C=1.BrCCC(F)(F)F.[F:38][C:39]1[C:40]([C:67]([F:70])([F:69])[F:68])=[C:41]([CH:46]2[CH2:51][CH2:50][N:49]([C:52]([C:54]3[C:58]4[CH2:59][N:60]([CH2:63][CH2:64]OC)[CH2:61][CH2:62][C:57]=4[NH:56][N:55]=3)=[O:53])[CH2:48][CH2:47]2)[CH:42]=[C:43]([F:45])[CH:44]=1.